From a dataset of Forward reaction prediction with 1.9M reactions from USPTO patents (1976-2016). Predict the product of the given reaction. (1) Given the reactants [C:1]1([OH:7])[CH:6]=[CH:5][CH:4]=[CH:3][CH:2]=1.[H-].[Na+:9].CN(C=O)C.[Cl:15][C:16]1[C:17]([NH2:25])=[N:18][CH:19]=[C:20]([Cl:24])[C:21]=1[CH2:22]Cl, predict the reaction product. The product is: [O-:7][C:1]1[CH:6]=[CH:5][CH:4]=[CH:3][CH:2]=1.[Na+:9].[Cl:15][C:16]1[C:17]([NH2:25])=[N:18][CH:19]=[C:20]([Cl:24])[C:21]=1[CH2:22][O:7][C:1]1[CH:6]=[CH:5][CH:4]=[CH:3][CH:2]=1. (2) Given the reactants C(OC(=O)[NH:7][C:8]1[CH:13]=[CH:12][C:11]([CH:14]2[CH2:16][CH2:15]2)=[CH:10][C:9]=1[NH:17][C:18](=[O:30])[CH2:19][C:20]([C:22]1[CH:27]=[CH:26][N:25]=[C:24]([C:28]#[N:29])[CH:23]=1)=O)(C)(C)C.C(O)(C(F)(F)F)=O, predict the reaction product. The product is: [CH:14]1([C:11]2[CH:12]=[CH:13][C:8]3[N:7]=[C:20]([C:22]4[CH:27]=[CH:26][N:25]=[C:24]([C:28]#[N:29])[CH:23]=4)[CH2:19][C:18](=[O:30])[NH:17][C:9]=3[CH:10]=2)[CH2:16][CH2:15]1.